Task: Predict the product of the given reaction.. Dataset: Forward reaction prediction with 1.9M reactions from USPTO patents (1976-2016) (1) Given the reactants [Li][CH2:2]CCC.CN(CCN(C)C)C.[Cl:14][C:15]1[CH:16]=[N:17][CH:18]=[C:19]([CH3:21])[CH:20]=1.[OH2:22], predict the reaction product. The product is: [Cl:14][C:15]1[C:16]([CH:2]=[O:22])=[N:17][CH:18]=[C:19]([CH3:21])[CH:20]=1. (2) The product is: [CH3:30][C:29]1[C:24]([C:22]([C:6]2[N:2]([CH3:1])[N:3]=[N:4][N:5]=2)=[O:23])=[N:25][CH:26]=[CH:27][CH:28]=1. Given the reactants [CH3:1][N:2]1[CH:6]=[N:5][N:4]=[N:3]1.CN(CCN(C)C)C.[Li]CCCC.CN(OC)[C:22]([C:24]1[C:29]([CH3:30])=[CH:28][CH:27]=[CH:26][N:25]=1)=[O:23].C([O-])(O)=O.[Na+], predict the reaction product. (3) Given the reactants C([BH3-])#N.[Na+].[C:5]([O:9][C:10]([NH:12][N:13]=[C:14]1[CH2:18][CH2:17][CH2:16][CH2:15]1)=[O:11])([CH3:8])([CH3:7])[CH3:6].[OH-].[Na+], predict the reaction product. The product is: [C:5]([O:9][C:10]([NH:12][NH:13][CH:14]1[CH2:15][CH2:16][CH2:17][CH2:18]1)=[O:11])([CH3:8])([CH3:6])[CH3:7].